This data is from Full USPTO retrosynthesis dataset with 1.9M reactions from patents (1976-2016). The task is: Predict the reactants needed to synthesize the given product. (1) Given the product [Cl:1][C:2]1[CH:42]=[CH:41][C:5]2[NH:6][C:7]([C@@H:9]([NH:15][C:16](=[O:40])[C:17]3[CH:22]=[CH:21][C:20]([C:23]([N:25]4[CH2:29][CH2:28][CH2:27][C@H:26]4[CH2:30][NH2:31])=[O:24])=[C:19]([Cl:39])[CH:18]=3)[CH2:10][CH2:11][S:12]([CH3:14])=[O:13])=[N:8][C:4]=2[CH:3]=1, predict the reactants needed to synthesize it. The reactants are: [Cl:1][C:2]1[CH:42]=[CH:41][C:5]2[NH:6][C:7]([C@@H:9]([NH:15][C:16](=[O:40])[C:17]3[CH:22]=[CH:21][C:20]([C:23]([N:25]4[CH2:29][CH2:28][CH2:27][C@H:26]4[CH2:30][NH:31]C(OC(C)(C)C)=O)=[O:24])=[C:19]([Cl:39])[CH:18]=3)[CH2:10][CH2:11][S:12]([CH3:14])=[O:13])=[N:8][C:4]=2[CH:3]=1.FC(F)(F)C(O)=O.ClCCl.CO.N.ClCl. (2) Given the product [N:1]1([C:2]2[CH:3]=[CH:4][C:5]([O:6][C@H:7]3[CH2:12][CH2:11][CH2:10][N:9]([CH2:13][C:14]4[CH:22]=[CH:21][C:17]5[O:18][CH2:19][O:20][C:16]=5[CH:15]=4)[CH2:8]3)=[CH:23][CH:24]=2)[CH:31]=[CH:29][N:25]=[CH:27]1, predict the reactants needed to synthesize it. The reactants are: [NH2:1][C:2]1[CH:24]=[CH:23][C:5]([O:6][C@H:7]2[CH2:12][CH2:11][CH2:10][N:9]([CH2:13][C:14]3[CH:22]=[CH:21][C:17]4[O:18][CH2:19][O:20][C:16]=4[CH:15]=3)[CH2:8]2)=[CH:4][CH:3]=1.[NH4+:25].[OH-].[CH2:27]=O.[CH:29]([CH:31]=O)=O.